Regression. Given a peptide amino acid sequence and an MHC pseudo amino acid sequence, predict their binding affinity value. This is MHC class I binding data. From a dataset of Peptide-MHC class I binding affinity with 185,985 pairs from IEDB/IMGT. The peptide sequence is FIYLLFASM. The MHC is HLA-B15:01 with pseudo-sequence HLA-B15:01. The binding affinity (normalized) is 0.362.